From a dataset of Microsomal clearance measurements from AstraZeneca. Regression/Classification. Given a drug SMILES string, predict its absorption, distribution, metabolism, or excretion properties. Task type varies by dataset: regression for continuous measurements (e.g., permeability, clearance, half-life) or binary classification for categorical outcomes (e.g., BBB penetration, CYP inhibition). For this dataset (clearance_microsome_az), we predict log10(clearance) (log10 of the in vitro intrinsic clearance, CLint, in uL/min per mg of human liver microsomal protein, equivalently mL/min/g; values are censored to the assay range of 3 to 150, which is 0.477 to 2.18 on this log10 scale). The drug is CCn1cc(C(=O)O)c(=O)c2ccc(C)nc21. The log10(clearance) is 0.600.